Dataset: Reaction yield outcomes from USPTO patents with 853,638 reactions. Task: Predict the reaction yield, written as a fraction of the theoretical maximum amount of product (1.0 means a 100% yield; for example, 0.34 means a 34% yield). (1) The reactants are [CH3:1][O:2][C:3]([C:5]1[C:9]([N+:10]([O-])=O)=[CH:8][NH:7][N:6]=1)=[O:4].N#N.[H][H]. The catalyst is [Pd].C(O)C. The product is [CH3:1][O:2][C:3]([C:5]1[C:9]([NH2:10])=[CH:8][NH:7][N:6]=1)=[O:4]. The yield is 0.989. (2) The catalyst is O1CCCC1. The product is [CH3:1][N:2]([C@@:10]1([CH3:24])[CH2:14][CH2:13][N:12]([C@@H:16]([C:18]2[CH:19]=[CH:20][CH:21]=[CH:22][CH:23]=2)[CH3:17])[CH2:11]1)[C:3](=[O:9])[O:4][C:5]([CH3:6])([CH3:7])[CH3:8]. The yield is 0.650. The reactants are [CH3:1][N:2]([C@@:10]1([CH3:24])[CH2:14][C:13](=O)[N:12]([C@@H:16]([C:18]2[CH:23]=[CH:22][CH:21]=[CH:20][CH:19]=2)[CH3:17])[CH2:11]1)[C:3](=[O:9])[O:4][C:5]([CH3:8])([CH3:7])[CH3:6].C(O)C.C(N(CC)CC)C.O. (3) The reactants are [N+:1]([C:4]1[CH:5]=[N:6][C:7]2[C:12]([C:13]=1[NH:14][CH2:15][C:16]1([OH:22])[CH2:21][CH2:20][O:19][CH2:18][CH2:17]1)=[CH:11][CH:10]=[CH:9][CH:8]=2)([O-])=O. The catalyst is [Pt]. The product is [NH2:1][C:4]1[CH:5]=[N:6][C:7]2[C:12]([C:13]=1[NH:14][CH2:15][C:16]1([OH:22])[CH2:21][CH2:20][O:19][CH2:18][CH2:17]1)=[CH:11][CH:10]=[CH:9][CH:8]=2. The yield is 0.940. (4) The reactants are [ClH:1].[CH2:2]([C:6]1[N:7]=[C:8]([NH2:11])[NH:9][CH:10]=1)[CH2:3][C:4]#[CH:5].[N:12]([CH2:15][C:16]1[NH:20][C:19]2[CH:21]=[CH:22][CH:23]=[CH:24][C:18]=2[N:17]=1)=[N+:13]=[N-:14]. No catalyst specified. The product is [ClH:1].[ClH:1].[NH:17]1[C:18]2[CH:24]=[CH:23][CH:22]=[CH:21][C:19]=2[N:20]=[C:16]1[CH2:15][N:12]1[CH:5]=[C:4]([CH2:3][CH2:2][C:6]2[N:7]=[C:8]([NH2:11])[NH:9][CH:10]=2)[N:14]=[N:13]1. The yield is 0.480. (5) The product is [C:39]([O:43][C:20](=[O:29])[NH:17][C:10]1[C:4]2[O:3][C:2]([CH3:1])([CH3:14])[CH2:6][C:5]=2[CH:7]=[CH:8][CH:9]=1)([CH3:42])([CH3:41])[CH3:40]. The yield is 0.750. The reactants are [CH3:1][C:2]1([CH3:14])[CH2:6][C:5]2[CH:7]=[CH:8][CH:9]=[C:10](C(O)=O)[C:4]=2[O:3]1.CC[N:17]([CH2:20]C)CC.C1C=CC(P(N=[N+]=[N-])(C2C=CC=CC=2)=[O:29])=CC=1.[C:39]([OH:43])([CH3:42])([CH3:41])[CH3:40]. No catalyst specified. (6) The product is [NH2:63][C:64]1[CH2:65][C:66]([C:86](=[O:102])[N:87]([CH2:91][CH2:92][CH2:93][OH:94])[CH2:88][CH2:89][CH3:90])=[CH:67][C:68]2[CH:74]=[CH:73][C:72]([C:75]3[CH:76]=[CH:77][C:78]([CH2:7][CH2:6][C:4]([O:29][CH2:28][CH:18]([CH3:17])[CH3:19])=[O:3])=[CH:84][CH:85]=3)=[CH:71][C:69]=2[N:70]=1.[C:56]([O:60][C:61]([NH:63][C:64]1[CH2:65][C:66]([C:86](=[O:102])[N:87]([CH2:91][CH2:92][CH2:93][O:94][Si:95]([C:98]([CH3:99])([CH3:101])[CH3:100])([CH3:96])[CH3:97])[CH2:88][CH2:89][CH3:90])=[CH:67][C:68]2[CH:74]=[CH:73][C:72]([C:75]3[CH:85]=[CH:84][C:78]([C:79]([O:81][CH2:82][CH3:83])=[O:80])=[CH:77][CH:76]=3)=[CH:71][C:69]=2[N:70]=1)=[O:62])([CH3:57])([CH3:58])[CH3:59]. The yield is 0.310. The reactants are C([O:3][C:4]([C:6]1C=CC(B(O)O)=C[CH:7]=1)=O)C.NC1[CH2:17][C:18]([C:28](N(CCC)CCC)=[O:29])=[CH:19]C2C=CC(Br)=CC=2N=1.COC(C1C=CC(B(O)O)=CC=1)=O.C(=O)([O-])[O-].[K+].[K+].[C:56]([O:60][C:61]([NH:63][C:64]1[CH2:65][C:66]([C:86](=[O:102])[N:87]([CH2:91][CH2:92][CH2:93][O:94][Si:95]([C:98]([CH3:101])([CH3:100])[CH3:99])([CH3:97])[CH3:96])[CH2:88][CH2:89][CH3:90])=[CH:67][C:68]2[CH:74]=[CH:73][C:72]([C:75]3[CH:85]=[CH:84][C:78]([C:79]([O:81][CH2:82][CH3:83])=[O:80])=[CH:77][CH:76]=3)=[CH:71][C:69]=2[N:70]=1)=[O:62])([CH3:59])([CH3:58])[CH3:57]. The catalyst is C(#N)C.CCOC(C)=O.ClCCl.C(O)(C(F)(F)F)=O.C1C=CC([P]([Pd]([P](C2C=CC=CC=2)(C2C=CC=CC=2)C2C=CC=CC=2)([P](C2C=CC=CC=2)(C2C=CC=CC=2)C2C=CC=CC=2)[P](C2C=CC=CC=2)(C2C=CC=CC=2)C2C=CC=CC=2)(C2C=CC=CC=2)C2C=CC=CC=2)=CC=1.